Dataset: Full USPTO retrosynthesis dataset with 1.9M reactions from patents (1976-2016). Task: Predict the reactants needed to synthesize the given product. (1) Given the product [NH2:8][C:6]1[CH:5]=[CH:4][C:3]([N:11]2[C:19](=[O:20])[CH:14]3[CH2:15][S:16][CH2:17][CH2:18][N:13]3[C:12]2=[O:21])=[C:2]([Cl:1])[CH:7]=1, predict the reactants needed to synthesize it. The reactants are: [Cl:1][C:2]1[CH:7]=[C:6]([N+:8]([O-])=O)[CH:5]=[CH:4][C:3]=1[N:11]1[C:19](=[O:20])[CH:14]2[CH2:15][S:16][CH2:17][CH2:18][N:13]2[C:12]1=[O:21]. (2) Given the product [S:2](=[O:4])(=[O:3])([O:30][C:27]1[CH:28]=[CH:29][C:24]([C:22]2[CH:23]=[C:18]([CH2:17][N:12]3[CH:16]=[N:15][CH:14]=[N:13]3)[CH:19]=[CH:20][C:21]=2[C:31]#[N:32])=[CH:25][CH:26]=1)[NH2:1], predict the reactants needed to synthesize it. The reactants are: [NH2:1][S:2](Cl)(=[O:4])=[O:3].CC(N(C)C)=O.[N:12]1([CH2:17][C:18]2[CH:23]=[C:22]([C:24]3[CH:29]=[CH:28][C:27]([OH:30])=[CH:26][CH:25]=3)[C:21]([C:31]#[N:32])=[CH:20][CH:19]=2)[CH:16]=[N:15][CH:14]=[N:13]1.